From a dataset of Peptide-MHC class II binding affinity with 134,281 pairs from IEDB. Regression. Given a peptide amino acid sequence and an MHC pseudo amino acid sequence, predict their binding affinity value. This is MHC class II binding data. (1) The peptide sequence is DFDGRSEFAYGSFVR. The MHC is DRB1_1201 with pseudo-sequence DRB1_1201. The binding affinity (normalized) is 0.0687. (2) The MHC is HLA-DQA10303-DQB10402 with pseudo-sequence HLA-DQA10303-DQB10402. The binding affinity (normalized) is 0. The peptide sequence is TRSVETDKGPLDKEA. (3) The peptide sequence is ESYKFIPALEAAVKQAYAAT. The MHC is HLA-DPA10301-DPB10402 with pseudo-sequence HLA-DPA10301-DPB10402. The binding affinity (normalized) is 0.361. (4) The peptide sequence is MAAHKFMVAMFLAVA. The MHC is DRB1_0101 with pseudo-sequence DRB1_0101. The binding affinity (normalized) is 0.824. (5) The peptide sequence is GAFKVPGVKTVWKRR. The MHC is DRB1_0101 with pseudo-sequence DRB1_0101. The binding affinity (normalized) is 0.642. (6) The peptide sequence is RGVLLLSTRDLAFAG. The MHC is DRB1_0901 with pseudo-sequence DRB1_0901. The binding affinity (normalized) is 0.230. (7) The peptide sequence is YDKFFANVSTVLTGK. The MHC is DRB1_1602 with pseudo-sequence DRB1_1602. The binding affinity (normalized) is 0.775. (8) The peptide sequence is VLTRLEAWLTEHGCN. The MHC is DRB1_0701 with pseudo-sequence DRB1_0701. The binding affinity (normalized) is 0.454. (9) The peptide sequence is MFREYNHRHSVGATLEALFQ. The MHC is HLA-DQA10501-DQB10201 with pseudo-sequence HLA-DQA10501-DQB10201. The binding affinity (normalized) is 0.213. (10) The peptide sequence is VLDLHPGAGKTRRILPQI. The MHC is DRB3_0101 with pseudo-sequence DRB3_0101. The binding affinity (normalized) is 0.